From a dataset of Peptide-MHC class I binding affinity with 185,985 pairs from IEDB/IMGT. Regression. Given a peptide amino acid sequence and an MHC pseudo amino acid sequence, predict their binding affinity value. This is MHC class I binding data. (1) The MHC is HLA-A23:01 with pseudo-sequence HLA-A23:01. The peptide sequence is AESLVGFLFY. The binding affinity (normalized) is 0. (2) The peptide sequence is FVNEKYCII. The MHC is HLA-A02:01 with pseudo-sequence HLA-A02:01. The binding affinity (normalized) is 0.114. (3) The peptide sequence is RYVKQESLM. The MHC is HLA-A24:02 with pseudo-sequence HLA-A24:02. The binding affinity (normalized) is 0.324. (4) The peptide sequence is YAIYTLGEM. The MHC is HLA-C03:03 with pseudo-sequence HLA-C03:03. The binding affinity (normalized) is 1.00. (5) The binding affinity (normalized) is 0.0847. The peptide sequence is IFLKPEETF. The MHC is HLA-A02:06 with pseudo-sequence HLA-A02:06. (6) The peptide sequence is SSWAFGKFL. The MHC is Patr-A0401 with pseudo-sequence Patr-A0401. The binding affinity (normalized) is 0.110. (7) The peptide sequence is IRFPKTFGY. The MHC is HLA-B27:05 with pseudo-sequence HLA-B27:05. The binding affinity (normalized) is 0.751. (8) The binding affinity (normalized) is 0. The peptide sequence is DDDPTDSQD. The MHC is HLA-A11:01 with pseudo-sequence HLA-A11:01. (9) The peptide sequence is AGPYRAFVTI. The MHC is H-2-Dd with pseudo-sequence H-2-Dd. The binding affinity (normalized) is 0.852.